Dataset: Peptide-MHC class I binding affinity with 185,985 pairs from IEDB/IMGT. Task: Regression. Given a peptide amino acid sequence and an MHC pseudo amino acid sequence, predict their binding affinity value. This is MHC class I binding data. (1) The peptide sequence is FPRFKFVWV. The MHC is HLA-B51:01 with pseudo-sequence HLA-B51:01. The binding affinity (normalized) is 0.546. (2) The peptide sequence is FNNTKFDYY. The MHC is HLA-A02:06 with pseudo-sequence HLA-A02:06. The binding affinity (normalized) is 0.00865.